Task: Regression. Given a peptide amino acid sequence and an MHC pseudo amino acid sequence, predict their binding affinity value. This is MHC class II binding data.. Dataset: Peptide-MHC class II binding affinity with 134,281 pairs from IEDB (1) The peptide sequence is AFILDGDNFFPKV. The MHC is DRB1_0401 with pseudo-sequence DRB1_0401. The binding affinity (normalized) is 0.810. (2) The peptide sequence is EKKYFAATQFEPLAH. The MHC is HLA-DPA10201-DPB10501 with pseudo-sequence HLA-DPA10201-DPB10501. The binding affinity (normalized) is 0.840. (3) The peptide sequence is ARGYISTRVGMGEAA. The MHC is DRB1_0701 with pseudo-sequence DRB1_0701. The binding affinity (normalized) is 0.598. (4) The peptide sequence is MSGPMQQLTQPLQQL. The MHC is HLA-DPA10201-DPB10501 with pseudo-sequence HLA-DPA10201-DPB10501. The binding affinity (normalized) is 0.0377. (5) The peptide sequence is QKYCPNKICTSKGDS. The MHC is DRB1_0301 with pseudo-sequence DRB1_0301. The binding affinity (normalized) is 0.184.